This data is from Retrosynthesis with 50K atom-mapped reactions and 10 reaction types from USPTO. The task is: Predict the reactants needed to synthesize the given product. (1) Given the product CCn1c(SC)nc(OCc2ccc(C3CCCCC3)cc2)c(Br)c1=O, predict the reactants needed to synthesize it. The reactants are: CCn1c(SC)nc(O)c(Br)c1=O.ClCc1ccc(C2CCCCC2)cc1. (2) Given the product Cc1c(OCC2OCC3(CC3)CO2)ccnc1CS(=O)c1nc2ccccc2[nH]1, predict the reactants needed to synthesize it. The reactants are: Cc1c(OCC2OCC3(CC3)CO2)ccnc1CSc1nc2ccccc2[nH]1.O=C([O-])O. (3) Given the product Cc1cn2c3cc(Br)ccc3c3cc(O)cc(c1=O)c32, predict the reactants needed to synthesize it. The reactants are: COc1cc2c(=O)c(C)cn3c4cc(Br)ccc4c(c1)c23. (4) Given the product Clc1cccc(N2CCOCC2)c1CN1CCNCC1, predict the reactants needed to synthesize it. The reactants are: CC(C)(C)OC(=O)N1CCN(Cc2c(Cl)cccc2N2CCOCC2)CC1. (5) Given the product CC(=O)N(C)c1cccc(-c2ccc(Cl)nn2)c1, predict the reactants needed to synthesize it. The reactants are: CC(=O)Nc1cccc(-c2ccc(Cl)nn2)c1.CI. (6) Given the product O=C(CCc1ccccc1)NCC(=O)NC(c1ccccc1)c1cccc(C(F)(F)F)c1, predict the reactants needed to synthesize it. The reactants are: NC(c1ccccc1)c1cccc(C(F)(F)F)c1.O=C(O)CNC(=O)CCc1ccccc1. (7) The reactants are: C#CCCCOc1ccc(Oc2cccc(C=C3CCN(C(=O)OC(C)(C)C)CC3)c2)nc1. Given the product C#CCCCOc1ccc(Oc2cccc(C=C3CCNCC3)c2)nc1, predict the reactants needed to synthesize it. (8) Given the product NC(=O)c1cccc2[nH]c(C(F)(F)Cl)nc12, predict the reactants needed to synthesize it. The reactants are: NC(=O)c1cccc(N)c1N.O=C(O)C(F)(F)Cl. (9) Given the product CCCCOC(OCCCC)[C@H](CCCNC(=N)N)NC(=O)[C@@H](N)CC(C)C, predict the reactants needed to synthesize it. The reactants are: CCCCOC(OCCCC)[C@H](CCCNC(=N)N)NC(=O)[C@H](CC(C)C)NC(=O)OCc1ccccc1. (10) Given the product C[C@H](CO)NC(=O)OC(C)(C)C, predict the reactants needed to synthesize it. The reactants are: CC(C)(C)OC(=O)OC(=O)OC(C)(C)C.C[C@@H](N)CO.